Dataset: Full USPTO retrosynthesis dataset with 1.9M reactions from patents (1976-2016). Task: Predict the reactants needed to synthesize the given product. (1) Given the product [Cl:1][C:2]1[CH:7]=[C:6]([O:8][CH2:44][CH:45]2[CH2:49][CH2:48][S:47](=[O:51])(=[O:50])[CH2:46]2)[CH:5]=[CH:4][C:3]=1[C:9]1[CH:14]=[CH:13][CH:12]=[C:11]([CH2:15][O:16][C:17]2[CH:22]=[CH:21][C:20]([C:23]3([CH2:27][C:28]([O:30][CH2:31][CH3:32])=[O:29])[CH2:24][O:25][CH2:26]3)=[CH:19][CH:18]=2)[CH:10]=1, predict the reactants needed to synthesize it. The reactants are: [Cl:1][C:2]1[CH:7]=[C:6]([OH:8])[CH:5]=[CH:4][C:3]=1[C:9]1[CH:14]=[CH:13][CH:12]=[C:11]([CH2:15][O:16][C:17]2[CH:22]=[CH:21][C:20]([C:23]3([CH2:27][C:28]([O:30][CH2:31][CH3:32])=[O:29])[CH2:26][O:25][CH2:24]3)=[CH:19][CH:18]=2)[CH:10]=1.CC1C=CC(S(O[CH2:44][CH:45]2[CH2:49][CH2:48][S:47](=[O:51])(=[O:50])[CH2:46]2)(=O)=O)=CC=1.C(=O)([O-])[O-].[Cs+].[Cs+]. (2) Given the product [NH2:1][C:2]1[N:7]=[C:6]([NH:32][CH2:25][C:26]2[CH:31]=[CH:30][CH:29]=[CH:28][CH:27]=2)[C:5]([C:11]2[CH:12]=[CH:13][C:14](=[O:18])[N:15]([CH3:17])[N:16]=2)=[C:4]([C:19]2[CH:24]=[CH:23][CH:22]=[CH:21][CH:20]=2)[N:3]=1, predict the reactants needed to synthesize it. The reactants are: [NH2:1][C:2]1[N:7]=[C:6](S(C)=O)[C:5]([C:11]2[CH:12]=[CH:13][C:14](=[O:18])[N:15]([CH3:17])[N:16]=2)=[C:4]([C:19]2[CH:24]=[CH:23][CH:22]=[CH:21][CH:20]=2)[N:3]=1.[CH2:25]([NH2:32])[C:26]1[CH:31]=[CH:30][CH:29]=[CH:28][CH:27]=1. (3) Given the product [Br:1][C:2]1[C:3]2[O:12][C:11]([CH2:13][N:15]3[CH2:20][CH2:19][S:18](=[O:22])(=[O:21])[CH2:17][CH2:16]3)=[CH:10][C:4]=2[C:5](=[O:9])[N:6]([CH3:8])[CH:7]=1, predict the reactants needed to synthesize it. The reactants are: [Br:1][C:2]1[C:3]2[O:12][C:11]([CH:13]=O)=[CH:10][C:4]=2[C:5](=[O:9])[N:6]([CH3:8])[CH:7]=1.[NH:15]1[CH2:20][CH2:19][S:18](=[O:22])(=[O:21])[CH2:17][CH2:16]1.C([BH3-])#N.[Na+]. (4) Given the product [CH2:39]([O:8][C:9]1[CH:14]=[CH:13][C:12]([C@@H:15]2[C@@H:18]([CH2:19][CH2:20][C:21]([N:35]([O:36][CH3:37])[CH3:34])=[O:22])[C:17](=[O:25])[N:16]2[C:26]2[CH:31]=[CH:30][C:29]([F:32])=[CH:28][CH:27]=2)=[CH:11][CH:10]=1)[C:38]1[CH:40]=[CH:47][CH:46]=[CH:45][CH:49]=1, predict the reactants needed to synthesize it. The reactants are: C([O:8][C:9]1[CH:14]=[CH:13][C:12]([C@@H:15]2[C@@H:18]([CH2:19][CH2:20][C:21](OC)=[O:22])[C:17](=[O:25])[N:16]2[C:26]2[CH:31]=[CH:30][C:29]([F:32])=[CH:28][CH:27]=2)=[CH:11][CH:10]=1)C1C=CC=CC=1.Cl.[CH3:34][NH:35][O:36][CH3:37].[CH:38]([Mg]Cl)([CH3:40])[CH3:39].[NH4+].[Cl-].[CH2:45]1[CH2:49]O[CH2:47][CH2:46]1. (5) Given the product [C:1]([O:5][C:6](=[O:30])[C:7]([S:9][C:10]1[S:11][CH:12]=[C:13]([CH2:15][CH2:16][CH2:17][NH2:18])[N:14]=1)([CH3:29])[CH3:8])([CH3:3])([CH3:2])[CH3:4], predict the reactants needed to synthesize it. The reactants are: [C:1]([O:5][C:6](=[O:30])[C:7]([CH3:29])([S:9][C:10]1[S:11][CH:12]=[C:13]([CH2:15][CH2:16][CH2:17][N:18]2C(=O)C3=CC=CC=C3C2=O)[N:14]=1)[CH3:8])([CH3:4])([CH3:3])[CH3:2].O.NN. (6) Given the product [C:1]1([C:7]2[C:12]([C:13]3[CH:14]=[CH:15][CH:16]=[CH:17][CH:18]=3)=[N:11][C:10]([N:19]([CH2:33][CH2:32][CH2:31][CH2:30][O:29][CH2:28][C:27]([O:26][C:22]([CH3:23])([CH3:25])[CH3:24])=[O:35])[CH3:20])=[CH:9][N+:8]=2[O-:21])[CH:2]=[CH:3][CH:4]=[CH:5][CH:6]=1, predict the reactants needed to synthesize it. The reactants are: [C:1]1([C:7]2[C:12]([C:13]3[CH:18]=[CH:17][CH:16]=[CH:15][CH:14]=3)=[N:11][C:10]([NH:19][CH3:20])=[CH:9][N+:8]=2[O-:21])[CH:6]=[CH:5][CH:4]=[CH:3][CH:2]=1.[C:22]([O:26][C:27](=[O:35])[CH2:28][O:29][CH2:30][CH2:31][CH2:32][CH2:33]Br)([CH3:25])([CH3:24])[CH3:23]. (7) Given the product [NH2:2][CH2:1][C:3]1[CH:4]=[C:5]([C:9]2[CH:14]=[CH:13][CH:12]=[C:11]([CH2:15][N:16]3[CH2:17][CH2:18][N:19]([C:22]([O:24][C:25]([CH3:28])([CH3:27])[CH3:26])=[O:23])[CH2:20][CH2:21]3)[CH:10]=2)[CH:6]=[CH:7][CH:8]=1, predict the reactants needed to synthesize it. The reactants are: [C:1]([C:3]1[CH:4]=[C:5]([C:9]2[CH:14]=[CH:13][CH:12]=[C:11]([CH2:15][N:16]3[CH2:21][CH2:20][N:19]([C:22]([O:24][C:25]([CH3:28])([CH3:27])[CH3:26])=[O:23])[CH2:18][CH2:17]3)[CH:10]=2)[CH:6]=[CH:7][CH:8]=1)#[N:2].B.